Predict the reactants needed to synthesize the given product. From a dataset of Full USPTO retrosynthesis dataset with 1.9M reactions from patents (1976-2016). Given the product [NH2:16][C:4]1[N:3]=[C:2]([NH:17][CH2:18][CH2:19][NH:20][C:21]2[CH:22]=[CH:23][C:24]([S:27]([NH2:30])(=[O:28])=[O:29])=[CH:25][CH:26]=2)[CH:7]=[C:6]([C:8]2[CH:13]=[CH:12][CH:11]=[C:10]([CH3:14])[C:9]=2[CH3:15])[N:5]=1, predict the reactants needed to synthesize it. The reactants are: Cl[C:2]1[CH:7]=[C:6]([C:8]2[CH:13]=[CH:12][CH:11]=[C:10]([CH3:14])[C:9]=2[CH3:15])[N:5]=[C:4]([NH2:16])[N:3]=1.[NH2:17][CH2:18][CH2:19][NH:20][C:21]1[CH:26]=[CH:25][C:24]([S:27]([NH2:30])(=[O:29])=[O:28])=[CH:23][CH:22]=1.